This data is from Forward reaction prediction with 1.9M reactions from USPTO patents (1976-2016). The task is: Predict the product of the given reaction. (1) Given the reactants [F:1][C@H:2]1[C@@H:7]([OH:8])[CH2:6][CH2:5][N:4]([C:9]([O:11][CH2:12][C:13]2[CH:18]=[CH:17][CH:16]=[CH:15][CH:14]=2)=[O:10])[CH2:3]1.CC(C)([O-])C.[K+].[F:25][C:26]1[CH:27]=[C:28]2[C:33](=[C:34](F)[CH:35]=1)[N:32]=[C:31]([C:37]1[N:41]3[CH:42]=[CH:43][C:44]([O:46][CH2:47][CH2:48][O:49][CH3:50])=[CH:45][C:40]3=[N:39][CH:38]=1)[CH:30]=[CH:29]2, predict the reaction product. The product is: [F:1][C@H:2]1[C@@H:7]([O:8][C:34]2[CH:35]=[C:26]([F:25])[CH:27]=[C:28]3[C:33]=2[N:32]=[C:31]([C:37]2[N:41]4[CH:42]=[CH:43][C:44]([O:46][CH2:47][CH2:48][O:49][CH3:50])=[CH:45][C:40]4=[N:39][CH:38]=2)[CH:30]=[CH:29]3)[CH2:6][CH2:5][N:4]([C:9]([O:11][CH2:12][C:13]2[CH:18]=[CH:17][CH:16]=[CH:15][CH:14]=2)=[O:10])[CH2:3]1. (2) Given the reactants [H-].[Na+].[O:3]=[C:4]1[CH2:8][CH2:7][CH2:6][CH:5]1[C:9]([O:11][CH2:12][C:13]1[CH:18]=[CH:17][CH:16]=[CH:15][CH:14]=1)=[O:10].[Br:19][CH2:20][CH2:21][CH2:22][CH2:23]Br.[Cl-].[NH4+], predict the reaction product. The product is: [Br:19][CH2:20][CH2:21][CH2:22][CH2:23][C:5]1([C:9]([O:11][CH2:12][C:13]2[CH:18]=[CH:17][CH:16]=[CH:15][CH:14]=2)=[O:10])[CH2:6][CH2:7][CH2:8][C:4]1=[O:3].